Task: Predict which catalyst facilitates the given reaction.. Dataset: Catalyst prediction with 721,799 reactions and 888 catalyst types from USPTO (1) Reactant: [Br:1][C:2]1[CH:3]=[C:4]([C:13]23OC(=O)[CH:17]2[S:16][C:15]([C:25]2[CH:30]=[C:29]([Cl:31])[CH:28]=[C:27]([Cl:32])[CH:26]=2)([C:21]([F:24])([F:23])[F:22])[CH2:14]3)[CH:5]=[CH:6][C:7]=1[S:8][C:9]([CH3:12])([CH3:11])[CH3:10]. Product: [Br:1][C:2]1[CH:3]=[C:4]([C:13]2[CH2:14][C:15]([C:25]3[CH:30]=[C:29]([Cl:31])[CH:28]=[C:27]([Cl:32])[CH:26]=3)([C:21]([F:23])([F:24])[F:22])[S:16][CH:17]=2)[CH:5]=[CH:6][C:7]=1[S:8][C:9]([CH3:10])([CH3:12])[CH3:11]. The catalyst class is: 35. (2) Reactant: [Cl:1][C:2]1[CH:3]=[C:4]2[C:9](=[CH:10][C:11]=1[O:12][CH3:13])[NH:8][C:7](=[O:14])[C:6]([CH:15]=[N:16][S:17]([C:19]([CH3:22])([CH3:21])[CH3:20])=[O:18])=[CH:5]2.[CH2:23](Cl)Cl.C[Mg]Br.CCCCCCC. Product: [Cl:1][C:2]1[CH:3]=[C:4]2[C:9](=[CH:10][C:11]=1[O:12][CH3:13])[NH:8][C:7](=[O:14])[C:6]([CH:15]([NH:16][S:17]([C:19]([CH3:22])([CH3:21])[CH3:20])=[O:18])[CH3:23])=[CH:5]2. The catalyst class is: 72. (3) Reactant: [CH3:1][S:2][C:3]1[N:8]=[C:7]([CH:9]([C:12](=O)[C:13]2[CH:18]=[CH:17][CH:16]=[CH:15][CH:14]=2)[C:10]#[N:11])[CH:6]=[CH:5][N:4]=1.C(Cl)(=O)C([Cl:23])=O. Product: [Cl:23][C:12]([C:13]1[CH:18]=[CH:17][CH:16]=[CH:15][CH:14]=1)=[C:9]([C:7]1[CH:6]=[CH:5][N:4]=[C:3]([S:2][CH3:1])[N:8]=1)[C:10]#[N:11]. The catalyst class is: 9. (4) Reactant: [I:1][C:2]1[CH:3]=[C:4]([NH:8][C:9]2[C:14]([C:15]([NH2:17])=[O:16])=[CH:13][N:12]=[C:11](S(C)(=O)=O)[N:10]=2)[CH:5]=[CH:6][CH:7]=1.[C@@H:22]1([NH2:29])[CH2:27][CH2:26][CH2:25][CH2:24][C@@H:23]1[NH2:28].CN(C=O)C.[CH3:35][C:36]([O:39][C:40](O[C:40]([O:39][C:36]([CH3:38])([CH3:37])[CH3:35])=[O:41])=[O:41])([CH3:38])[CH3:37]. Product: [C:36]([O:39][C:40](=[O:41])[NH:28][C@@H:23]1[CH2:24][CH2:25][CH2:26][CH2:27][C@@H:22]1[NH:29][C:11]1[N:10]=[C:9]([NH:8][C:4]2[CH:5]=[CH:6][CH:7]=[C:2]([I:1])[CH:3]=2)[C:14]([C:15](=[O:16])[NH2:17])=[CH:13][N:12]=1)([CH3:38])([CH3:37])[CH3:35]. The catalyst class is: 549. (5) Reactant: B(Br)(Br)Br.C[O:6][C:7]1[CH:12]=[CH:11][CH:10]=[C:9]([NH:13][C:14]2[CH:19]=[CH:18][CH:17]=[C:16]([C:20]3[CH:25]=[CH:24][CH:23]=[CH:22][C:21]=3[CH3:26])[CH:15]=2)[CH:8]=1. Product: [OH:6][C:7]1[CH:12]=[CH:11][CH:10]=[C:9]([NH:13][C:14]2[CH:19]=[CH:18][CH:17]=[C:16]([C:20]3[CH:25]=[CH:24][CH:23]=[CH:22][C:21]=3[CH3:26])[CH:15]=2)[CH:8]=1. The catalyst class is: 2. (6) Reactant: [Br:1][C:2]1[CH:11]=[C:10]2[C:5]([CH2:6][CH2:7][C:8]3([CH2:17][CH2:16][CH:15]([OH:18])[CH2:14][CH2:13]3)[C:9]2=[O:12])=[CH:4][CH:3]=1.CI.[CH3:21]C(C)([O-])C.[K+]. Product: [Br:1][C:2]1[CH:11]=[C:10]2[C:5]([CH2:6][CH2:7][C:8]3([CH2:17][CH2:16][CH:15]([O:18][CH3:21])[CH2:14][CH2:13]3)[C:9]2=[O:12])=[CH:4][CH:3]=1. The catalyst class is: 170.